From a dataset of Forward reaction prediction with 1.9M reactions from USPTO patents (1976-2016). Predict the product of the given reaction. (1) Given the reactants [N:1]1([C:11]2[C:12]([C:17]#[N:18])=[N:13][CH:14]=[CH:15][CH:16]=2)[C:10]2[C:5](=[CH:6][CH:7]=[CH:8][CH:9]=2)[CH2:4][CH2:3][CH2:2]1.N, predict the reaction product. The product is: [N:1]1([C:11]2[C:12]([CH2:17][NH2:18])=[N:13][CH:14]=[CH:15][CH:16]=2)[C:10]2[C:5](=[CH:6][CH:7]=[CH:8][CH:9]=2)[CH2:4][CH2:3][CH2:2]1. (2) Given the reactants I[C:2]1[N:6]2[CH:7]=[C:8]([C:11]3[CH:16]=[CH:15][C:14]([C:17]([N:19]4[CH2:24][CH2:23][O:22][CH2:21][CH2:20]4)=[O:18])=[CH:13][CH:12]=3)[N:9]=[CH:10][C:5]2=[N:4][CH:3]=1.[C:25]([C:27]1[CH:32]=[CH:31][N:30]=[C:29]2[NH:33][N:34]=[CH:35][C:28]=12)#[CH:26].CCN(C(C)C)C(C)C, predict the reaction product. The product is: [NH:33]1[C:29]2=[N:30][CH:31]=[CH:32][C:27]([C:25]#[C:26][C:2]3[N:6]4[CH:7]=[C:8]([C:11]5[CH:16]=[CH:15][C:14]([C:17]([N:19]6[CH2:20][CH2:21][O:22][CH2:23][CH2:24]6)=[O:18])=[CH:13][CH:12]=5)[N:9]=[CH:10][C:5]4=[N:4][CH:3]=3)=[C:28]2[CH:35]=[N:34]1. (3) Given the reactants [CH3:1][CH:2]1[C:6](=[O:7])[CH2:5][CH2:4][C:3]1=[O:8].[NH2:9][C:10]1[CH:11]=[C:12]([CH:16]=[CH:17][C:18]=1[Cl:19])[C:13]([OH:15])=[O:14], predict the reaction product. The product is: [Cl:19][C:18]1[CH:17]=[CH:16][C:12]([C:13]([OH:15])=[O:14])=[CH:11][C:10]=1[NH:9][C:6]1[CH2:5][CH2:4][C:3](=[O:8])[C:2]=1[CH3:1].[CH3:5][CH2:6][OH:7]. (4) Given the reactants C(Cl)Cl.C1(C)C=CC(S([O-])(=O)=O)=CC=1.[NH+]1C=CC=CC=1.[CH3:21][O:22][C:23](=[O:35])[C@@H:24]([CH2:33][OH:34])[NH:25][C:26]([O:28][C:29]([CH3:32])([CH3:31])[CH3:30])=[O:27].[O:36]1[CH:41]=[CH:40][CH2:39][CH2:38][CH2:37]1, predict the reaction product. The product is: [C:29]([O:28][C:26]([NH:25][C@H:24]([CH2:33][O:34][CH:37]1[CH2:38][CH2:39][CH2:40][CH2:41][O:36]1)[C:23]([O:22][CH3:21])=[O:35])=[O:27])([CH3:32])([CH3:30])[CH3:31].